This data is from Peptide-MHC class I binding affinity with 185,985 pairs from IEDB/IMGT. The task is: Regression. Given a peptide amino acid sequence and an MHC pseudo amino acid sequence, predict their binding affinity value. This is MHC class I binding data. (1) The peptide sequence is KSIENKHQR. The MHC is HLA-A11:01 with pseudo-sequence HLA-A11:01. The binding affinity (normalized) is 0.688. (2) The peptide sequence is MPVGGQSSF. The MHC is HLA-B83:01 with pseudo-sequence HLA-B83:01. The binding affinity (normalized) is 0.547. (3) The peptide sequence is ATGPILTLW. The binding affinity (normalized) is 0.807. The MHC is HLA-B57:01 with pseudo-sequence HLA-B57:01. (4) The peptide sequence is DTLLFFLAL. The MHC is HLA-A32:01 with pseudo-sequence HLA-A32:01. The binding affinity (normalized) is 0.359. (5) The peptide sequence is TLLIGAVVSV. The MHC is H-2-Kb with pseudo-sequence H-2-Kb. The binding affinity (normalized) is 0. (6) The peptide sequence is YKAVVPLVY. The MHC is Mamu-A02 with pseudo-sequence Mamu-A02. The binding affinity (normalized) is 0.297. (7) The peptide sequence is QQMFPGAPF. The MHC is HLA-B15:01 with pseudo-sequence HLA-B15:01. The binding affinity (normalized) is 0.898. (8) The peptide sequence is EVEHRTRVR. The MHC is HLA-B15:17 with pseudo-sequence HLA-B15:17. The binding affinity (normalized) is 0.0847. (9) The peptide sequence is RRYDKLMSF. The MHC is HLA-A01:01 with pseudo-sequence HLA-A01:01. The binding affinity (normalized) is 0.0847. (10) The peptide sequence is DTVLEEMNL. The MHC is HLA-B07:02 with pseudo-sequence HLA-B07:02. The binding affinity (normalized) is 0.